Dataset: Full USPTO retrosynthesis dataset with 1.9M reactions from patents (1976-2016). Task: Predict the reactants needed to synthesize the given product. (1) Given the product [CH2:1]([O:4][N:5]=[C:6]1[CH2:10][NH:9][C@H:8]([C:18]([NH:25][CH2:24][CH2:23][O:22][CH3:21])=[O:20])[CH2:7]1)[CH:2]=[CH2:3], predict the reactants needed to synthesize it. The reactants are: [CH2:1]([O:4][N:5]=[C:6]1[CH2:10][N:9](C(OC(C)(C)C)=O)[C@H:8]([C:18]([OH:20])=O)[CH2:7]1)[CH:2]=[CH2:3].[CH3:21][O:22][CH2:23][CH2:24][NH2:25]. (2) Given the product [ClH:25].[ClH:28].[CH2:1]([NH:8][CH2:9][CH:10]([C:11]1([OH:18])[CH2:16][CH2:15][N:14]([CH3:17])[CH2:13][CH2:12]1)[C:19]1[CH:24]=[CH:23][C:22]([Cl:25])=[C:21]([Cl:26])[CH:20]=1)[C:2]1[CH:3]=[CH:4][CH:5]=[CH:6][CH:7]=1, predict the reactants needed to synthesize it. The reactants are: [CH2:1]([NH:8][C:9](=O)[CH:10]([C:19]1[CH:24]=[CH:23][C:22]([Cl:25])=[C:21]([Cl:26])[CH:20]=1)[C:11]1([OH:18])[CH2:16][CH2:15][N:14]([CH3:17])[CH2:13][CH2:12]1)[C:2]1[CH:7]=[CH:6][CH:5]=[CH:4][CH:3]=1.[ClH:28].